This data is from Full USPTO retrosynthesis dataset with 1.9M reactions from patents (1976-2016). The task is: Predict the reactants needed to synthesize the given product. (1) Given the product [NH2:1][C:2]1[CH:7]=[CH:6][CH:5]=[CH:4][C:3]=1[CH:8]1[N:13]2[N:14]=[C:15]([C:19]3[CH:20]=[CH:21][C:22]([O:25][CH2:26][CH:27]4[CH2:29][CH2:28]4)=[CH:23][CH:24]=3)[C:16]([C:17]([NH2:18])=[O:30])=[C:12]2[NH:11][CH2:10][CH2:9]1, predict the reactants needed to synthesize it. The reactants are: [NH2:1][C:2]1[CH:7]=[CH:6][CH:5]=[CH:4][C:3]=1[CH:8]1[N:13]2[N:14]=[C:15]([C:19]3[CH:24]=[CH:23][C:22]([O:25][CH2:26][CH:27]4[CH2:29][CH2:28]4)=[CH:21][CH:20]=3)[C:16]([C:17]#[N:18])=[C:12]2[NH:11][CH2:10][CH2:9]1.[OH-:30].[Na+].OO. (2) Given the product [F:1][C:2]1[CH:3]=[CH:4][C:5]2[C:6]3[CH2:14][N:13]([CH3:15])[CH2:12][CH2:11][C:7]=3[N:8](/[CH:25]=[C:26](/[C:28]3[CH:33]=[CH:32][C:31]([F:34])=[CH:30][CH:29]=3)\[CH3:27])[C:9]=2[CH:10]=1, predict the reactants needed to synthesize it. The reactants are: [F:1][C:2]1[CH:3]=[CH:4][C:5]2[C:6]3[CH2:14][N:13]([CH3:15])[CH2:12][CH2:11][C:7]=3[NH:8][C:9]=2[CH:10]=1.P([O-])([O-])([O-])=O.[K+].[K+].[K+].Br[CH:25]=[C:26]([C:28]1[CH:33]=[CH:32][C:31]([F:34])=[CH:30][CH:29]=1)[CH3:27]. (3) Given the product [N:8]12[CH2:14][CH2:13][CH:12]([CH2:15][CH2:16]1)[N:11]([C:17]([C:19]1[O:20][C:21]([C:24]3[CH:29]=[CH:28][C:27]([NH:30][C:1](=[O:3])[CH3:2])=[CH:26][CH:25]=3)=[CH:22][CH:23]=1)=[O:18])[CH2:10][CH2:9]2, predict the reactants needed to synthesize it. The reactants are: [C:1](OC(=O)C)(=[O:3])[CH3:2].[N:8]12[CH2:16][CH2:15][CH:12]([CH2:13][CH2:14]1)[N:11]([C:17]([C:19]1[O:20][C:21]([C:24]3[CH:29]=[CH:28][C:27]([NH2:30])=[CH:26][CH:25]=3)=[CH:22][CH:23]=1)=[O:18])[CH2:10][CH2:9]2.[OH-].[Na+]. (4) Given the product [CH:29]1([C:28]2[C:23]([N:20]3[CH2:21][CH2:22][N:17]([C:15]([C:12]4[N:13]=[CH:14][C:9]([N:4]5[CH2:5][CH2:6][N:2]([CH3:1])[C:3]5=[O:7])=[CH:10][CH:11]=4)=[O:16])[CH2:18][CH2:19]3)=[N:24][CH:25]=[C:26]([CH:32]3[CH2:34][CH2:33]3)[CH:27]=2)[CH2:31][CH2:30]1, predict the reactants needed to synthesize it. The reactants are: [CH3:1][N:2]1[CH2:6][CH2:5][NH:4][C:3]1=[O:7].Br[C:9]1[CH:10]=[CH:11][C:12]([C:15]([N:17]2[CH2:22][CH2:21][N:20]([C:23]3[C:28]([CH:29]4[CH2:31][CH2:30]4)=[CH:27][C:26]([CH:32]4[CH2:34][CH2:33]4)=[CH:25][N:24]=3)[CH2:19][CH2:18]2)=[O:16])=[N:13][CH:14]=1. (5) Given the product [C:25]([O:24][C:22]([NH:10][C@@H:11]([CH2:12][C:13]1[CH:14]=[CH:15][CH:16]=[CH:17][CH:18]=1)[C:19]([NH:36][NH:35][C:33](=[O:46])[CH2:34][CH:29]1[CH2:6][CH2:4][NH:3][CH2:7][CH2:9]1)=[O:21])=[O:23])([CH3:28])([CH3:27])[CH3:26], predict the reactants needed to synthesize it. The reactants are: CC[N:3]([CH:7]([CH3:9])C)[CH:4]([CH3:6])C.[NH:10]([C:22]([O:24][C:25]([CH3:28])([CH3:27])[CH3:26])=[O:23])[C@@H:11]([C:19]([OH:21])=O)[CH2:12][C:13]1[CH:18]=[CH:17][CH:16]=[CH:15][CH:14]=1.[CH:29]1C=CC2N(O)[N:36]=[N:35][C:33]=2[CH:34]=1.CN(C([O:46]N1N=NC2C=CC=CC1=2)=[N+](C)C)C.F[P-](F)(F)(F)(F)F. (6) Given the product [F:1][C:2]([F:7])([F:6])[C:3]([OH:5])=[O:4].[CH2:63]([NH:65][C:66](=[O:112])[NH:8][CH:9]1[CH2:14][CH2:13][CH:12]([NH:15][C:16]([C:18]2[N:26]=[C:25]3[C:21]([N:22]=[CH:23][N:24]3[C@@H:27]3[CH2:31][C@H:30]([N:32]4[CH:36]=[C:35]([CH2:37][OH:38])[CH:34]=[N:33]4)[CH:29]([OH:39])[CH:28]3[OH:40])=[C:20]([NH:41][CH2:42][CH:43]([C:50]3[CH:55]=[CH:54][CH:53]=[CH:52][CH:51]=3)[C:44]3[CH:45]=[CH:46][CH:47]=[CH:48][CH:49]=3)[N:19]=2)=[O:17])[CH2:11][CH2:10]1)[CH3:64], predict the reactants needed to synthesize it. The reactants are: [F:1][C:2]([F:7])([F:6])[C:3]([OH:5])=[O:4].[NH2:8][CH:9]1[CH2:14][CH2:13][CH:12]([NH:15][C:16]([C:18]2[N:26]=[C:25]3[C:21]([N:22]=[CH:23][N:24]3[C@@H:27]3[CH2:31][C@H:30]([N:32]4[CH:36]=[C:35]([CH2:37][OH:38])[CH:34]=[N:33]4)[C@@H:29]([OH:39])[C@H:28]3[OH:40])=[C:20]([NH:41][CH2:42][CH:43]([C:50]3[CH:55]=[CH:54][CH:53]=[CH:52][CH:51]=3)[C:44]3[CH:49]=[CH:48][CH:47]=[CH:46][CH:45]=3)[N:19]=2)=[O:17])[CH2:11][CH2:10]1.FC(F)(F)C(O)=O.[CH2:63]([NH:65][C:66](=[O:112])NC[CH2:64][CH2:63][NH:65][C:66](C1N=C2C(N=CN2[C@@H]2C[C@H](N3C=C(CO)C=N3)[C@@H](O)[C@H]2O)=C(NCC(C2C=CC=CC=2)C2C=CC=CC=2)N=1)=[O:112])[CH3:64]. (7) The reactants are: [C:1]([C:3]1[CH:8]=[CH:7][C:6]([C:9]2[CH:17]=[CH:16][CH:15]=[CH:14][C:10]=2[C:11]([OH:13])=O)=[CH:5][CH:4]=1)#[N:2].Cl.[NH2:19][CH2:20][C:21]1[CH:28]=[CH:27][C:24]([C:25]#N)=[CH:23][CH:22]=1.C(Cl)CCl.C1C=CC2N(O)N=[N:39]C=2C=1.CCN(C(C)C)C(C)C. Given the product [C:20]([C:21]1[CH:28]=[CH:27][C:24]([CH2:25][C:17]2[C:9]([C:6]3[CH:5]=[CH:4][C:3]([C:1]#[N:2])=[CH:8][CH:7]=3)=[C:10]([CH:14]=[CH:15][CH:16]=2)[C:11]([NH2:39])=[O:13])=[CH:23][CH:22]=1)#[N:19], predict the reactants needed to synthesize it. (8) Given the product [Cl:1][C:2]1[N:3]=[C:4]([CH2:17][OH:18])[NH:5][C:6]=1[C:7]1[CH:8]=[C:9]([CH:13]=[CH:14][C:15]=1[CH3:16])[C:10]([N:42]1[CH2:41][C:40]([C:44]2[CH:45]=[CH:46][C:47]([C:48]#[N:49])=[CH:50][CH:51]=2)([F:39])[CH2:43]1)=[O:12], predict the reactants needed to synthesize it. The reactants are: [Cl:1][C:2]1[N:3]=[C:4]([CH2:17][OH:18])[NH:5][C:6]=1[C:7]1[CH:8]=[C:9]([CH:13]=[CH:14][C:15]=1[CH3:16])[C:10]([OH:12])=O.ClC1N=C(COC)NC=1C1C=C(C=CC=1C)C(O)=O.Cl.[F:39][C:40]1([C:44]2[CH:51]=[CH:50][C:47]([C:48]#[N:49])=[CH:46][CH:45]=2)[CH2:43][NH:42][CH2:41]1.Cl.N1CCC(C2C=CC(C#N)=CC=2)CC1. (9) Given the product [CH3:35][S:36]([O:34][CH2:33][CH2:32][N:28]1[C:29]2[C:25](=[CH:24][C:23]([C:22]#[C:21][C:18]3[CH:17]=[CH:16][C:15]([C:12]4[CH:11]=[CH:10][C:9]([Cl:8])=[CH:14][CH:13]=4)=[CH:20][N:19]=3)=[CH:31][CH:30]=2)[CH:26]=[CH:27]1)(=[O:38])=[O:37], predict the reactants needed to synthesize it. The reactants are: C(N(CC)CC)C.[Cl:8][C:9]1[CH:14]=[CH:13][C:12]([C:15]2[CH:16]=[CH:17][C:18]([C:21]#[C:22][C:23]3[CH:24]=[C:25]4[C:29](=[CH:30][CH:31]=3)[N:28]([CH2:32][CH2:33][OH:34])[CH:27]=[CH:26]4)=[N:19][CH:20]=2)=[CH:11][CH:10]=1.[CH3:35][S:36](Cl)(=[O:38])=[O:37]. (10) Given the product [CH2:8]([O:15][C:16](=[O:29])[NH:17][C@@H:18]([CH3:28])[CH:19]([C:21]1[CH:26]=[CH:25][C:24]([Cl:27])=[CH:23][CH:22]=1)[OH:20])[C:9]1[CH:14]=[CH:13][CH:12]=[CH:11][CH:10]=1, predict the reactants needed to synthesize it. The reactants are: FC(F)(F)C(O)=O.[CH2:8]([O:15][C:16](=[O:29])[NH:17][C@@H:18]([CH3:28])[C:19]([C:21]1[CH:26]=[CH:25][C:24]([Cl:27])=[CH:23][CH:22]=1)=[O:20])[C:9]1[CH:14]=[CH:13][CH:12]=[CH:11][CH:10]=1.C[SiH](C)C1C=CC=CC=1.[OH-].[K+].